The task is: Predict which catalyst facilitates the given reaction.. This data is from Catalyst prediction with 721,799 reactions and 888 catalyst types from USPTO. Reactant: [Cl:1][C:2]1[N:3]=[C:4]([N:12]2[CH2:17][CH2:16][O:15][CH2:14][CH2:13]2)[C:5]2[S:10][C:9](I)=[CH:8][C:6]=2[N:7]=1.[C:18]([Cu])#[N:19].Cl. Product: [Cl:1][C:2]1[N:3]=[C:4]([N:12]2[CH2:17][CH2:16][O:15][CH2:14][CH2:13]2)[C:5]2[S:10][C:9]([C:18]#[N:19])=[CH:8][C:6]=2[N:7]=1. The catalyst class is: 17.